Dataset: Retrosynthesis with 50K atom-mapped reactions and 10 reaction types from USPTO. Task: Predict the reactants needed to synthesize the given product. (1) The reactants are: O=C(Cl)c1c(F)cc(F)cc1F.O=C(O)c1ccc[nH]1. Given the product O=C(O)c1cc(C(=O)c2c(F)cc(F)cc2F)c[nH]1, predict the reactants needed to synthesize it. (2) Given the product c1ccc(-c2ccccc2Nc2cccc3c2oc2c(C4CCCCC4)cccc23)cc1, predict the reactants needed to synthesize it. The reactants are: Ic1cccc2c1oc1c(C3CCCCC3)cccc12.Nc1ccccc1-c1ccccc1. (3) Given the product CCOC(=O)c1cc(C#N)c(NC2CCC(C(=O)O)C2)nc1C, predict the reactants needed to synthesize it. The reactants are: CCOC(=O)c1cc(C#N)c(Cl)nc1C.NC1CCC(C(=O)O)C1. (4) Given the product COc1cc(Cl)cc(C(C)Nc2cc(N3CCC(N(C)C)CC3)ccc2S(C)(=O)=O)c1OC, predict the reactants needed to synthesize it. The reactants are: CN(C)C1CCNCC1.COc1cc(Cl)cc(C(C)Nc2cc(F)ccc2S(C)(=O)=O)c1OC. (5) Given the product CN1CCN(c2cccc(Nc3nc4c(NCc5ccccc5N(C)S(C)(=O)=O)cccn4n3)c2)CC1, predict the reactants needed to synthesize it. The reactants are: CN(c1ccccc1CNc1cccn2nc(Cl)nc12)S(C)(=O)=O.CN1CCN(c2cccc(N)c2)CC1. (6) The reactants are: CCOC(=O)C1=C(N[C@@H](C)c2ccccc2)CCCC1. Given the product CCOC(=O)[C@@H]1CCCC[C@@H]1N[C@@H](C)c1ccccc1, predict the reactants needed to synthesize it.